Predict the reaction yield, written as a fraction of the theoretical maximum amount of product (1.0 means a 100% yield; for example, 0.34 means a 34% yield). From a dataset of Reaction yield outcomes from USPTO patents with 853,638 reactions. (1) The reactants are O[CH2:2][C:3]1[CH:4]=[N:5][N:6]([C:10]([O:12][C:13]([CH3:16])([CH3:15])[CH3:14])=[O:11])[C:7](=[O:9])[CH:8]=1.CCN(CC)CC.CS(Cl)(=O)=O.[Cl:29][C:30]1[CH:35]=[CH:34][C:33]([SH:36])=[CH:32][CH:31]=1. The catalyst is C(Cl)Cl. The product is [Cl:29][C:30]1[CH:35]=[CH:34][C:33]([S:36][CH2:2][C:3]2[CH:4]=[N:5][N:6]([C:10]([O:12][C:13]([CH3:16])([CH3:15])[CH3:14])=[O:11])[C:7](=[O:9])[CH:8]=2)=[CH:32][CH:31]=1. The yield is 0.470. (2) The reactants are C(O[C:4](=[O:22])[C:5](=[CH:11][NH:12][C:13]1[CH:18]=[C:17]([O:19][CH3:20])[CH:16]=[CH:15][C:14]=1[Br:21])[C:6]([O:8][CH2:9][CH3:10])=[O:7])C.C(=O)(O)[O-].[Na+]. The catalyst is C(O)C. The product is [CH2:9]([O:8][C:6]([C:5]1[C:4](=[O:22])[C:18]2[C:13](=[C:14]([Br:21])[CH:15]=[CH:16][C:17]=2[O:19][CH3:20])[NH:12][CH:11]=1)=[O:7])[CH3:10]. The yield is 0.300. (3) The reactants are [F:1][C:2]([F:7])([F:6])[C:3]([OH:5])=[O:4].C([O:10][C:11](=[O:42])[CH:12]([CH2:36][C:37]([O:39]CC)=[O:38])[S:13][C:14](=[O:35])[CH:15]([CH3:34])[CH2:16][C:17]1[O:18][C:19]([C:22]([O:24][C:25]2[CH:30]=[CH:29][C:28]([C:31](=[NH:33])[NH2:32])=[CH:27][CH:26]=2)=[O:23])=[CH:20][CH:21]=1)C.Cl.O1CCOCC1. The catalyst is O. The product is [F:1][C:2]([F:7])([F:6])[C:3]([OH:5])=[O:4].[F:1][C:2]([F:7])([F:6])[C:3]([OH:5])=[O:4].[C:31]([C:28]1[CH:27]=[CH:26][C:25]([O:24][C:22]([C:19]2[O:18][C:17]([CH2:16][CH:15]([CH3:34])[C:14]([S:13][CH:12]([CH2:36][C:37]([OH:39])=[O:38])[C:11]([OH:42])=[O:10])=[O:35])=[CH:21][CH:20]=2)=[O:23])=[CH:30][CH:29]=1)(=[NH:32])[NH2:33]. The yield is 0.00100. (4) The reactants are [Br:1][C:2]1[CH2:11][CH2:10][C:9]2[C:4](=[CH:5][C:6]([F:12])=[CH:7][CH:8]=2)[C:3]=1[CH:13]=[O:14].ClC1C(=O)C(C#N)=C(C#N)C(=O)C=1Cl. The catalyst is C1(C)C=CC=CC=1. The product is [Br:1][C:2]1[CH:11]=[CH:10][C:9]2[C:4](=[CH:5][C:6]([F:12])=[CH:7][CH:8]=2)[C:3]=1[CH:13]=[O:14]. The yield is 0.620. (5) The reactants are [CH3:1][O:2][C:3](=[O:15])[CH2:4][C:5]1[C:13]2[C:8](=[CH:9][CH:10]=[C:11]([OH:14])[CH:12]=2)[NH:7][CH:6]=1.I[CH2:17][CH2:18][CH2:19][CH3:20].C(=O)([O-])[O-].[K+].[K+].C(=O)(O)[O-].[Na+]. The catalyst is CN(C)C=O. The product is [CH3:1][O:2][C:3](=[O:15])[CH2:4][C:5]1[C:13]2[C:8](=[CH:9][CH:10]=[C:11]([O:14][CH2:17][CH2:18][CH2:19][CH3:20])[CH:12]=2)[NH:7][CH:6]=1. The yield is 0.805. (6) The reactants are [CH:1]([C:3]1[CH:4]=[C:5]([C:15]2[CH:20]=[CH:19][C:18]([O:21][CH3:22])=[CH:17][CH:16]=2)[N:6]([C:8]([O:10][C:11]([CH3:14])([CH3:13])[CH3:12])=[O:9])[CH:7]=1)=O.N1CCCCC1.N1C=CC=CC=1.[C:35]([O:41][CH2:42][CH3:43])(=[O:40])[CH2:36]C([O-])=O. The catalyst is C(OCC)(=O)C.O. The product is [C:11]([O:10][C:8]([N:6]1[CH:7]=[C:3](/[CH:1]=[CH:36]/[C:35]([O:41][CH2:42][CH3:43])=[O:40])[CH:4]=[C:5]1[C:15]1[CH:20]=[CH:19][C:18]([O:21][CH3:22])=[CH:17][CH:16]=1)=[O:9])([CH3:13])([CH3:12])[CH3:14]. The yield is 0.955. (7) The catalyst is CO.C1COCC1.[Pd]. The reactants are [C:1]([NH:4][C:5]1[CH:10]=[C:9]([C:11]2[NH:19][C:18]3[C:13](=[N:14][C:15](Br)=[CH:16][C:17]=3[C:20]([O:22][CH3:23])=[O:21])[CH:12]=2)[CH:8]=[CH:7][N:6]=1)(=[O:3])[CH3:2]. The yield is 0.680. The product is [C:1]([NH:4][C:5]1[CH:10]=[C:9]([C:11]2[NH:19][C:18]3[C:13](=[N:14][CH:15]=[CH:16][C:17]=3[C:20]([O:22][CH3:23])=[O:21])[CH:12]=2)[CH:8]=[CH:7][N:6]=1)(=[O:3])[CH3:2]. (8) The reactants are CS(O)(=O)=O.O=P12OP3(OP(OP(O3)(O1)=O)(=O)O2)=O.[C:20]([C:28](=[CH:34][NH:35][C:36]1[N:40]([C:41]2[CH:46]=[CH:45][CH:44]=[CH:43][N:42]=2)[N:39]=[C:38]([CH3:47])[CH:37]=1)[C:29]([O:31]CC)=O)(=[O:27])[C:21]1[CH:26]=[CH:25][CH:24]=[CH:23][CH:22]=1.[OH-].[Na+]. The catalyst is O. The product is [OH:31][C:29]1[C:28]([C:20]([C:21]2[CH:22]=[CH:23][CH:24]=[CH:25][CH:26]=2)=[O:27])=[CH:34][N:35]=[C:36]2[N:40]([C:41]3[CH:46]=[CH:45][CH:44]=[CH:43][N:42]=3)[N:39]=[C:38]([CH3:47])[C:37]=12. The yield is 0.340. (9) The reactants are [CH:1]([O:4][C:5]1[CH:10]=[CH:9][C:8]([S:11](Cl)(=[O:13])=[O:12])=[CH:7][CH:6]=1)([CH3:3])[CH3:2].[N:15]1[C:24]2[C:19](=[C:20]([N:25]3[C:29]([NH2:30])=[CH:28][C:27]([C:31]([F:34])([F:33])[F:32])=[N:26]3)[CH:21]=[CH:22][CH:23]=2)[CH:18]=[CH:17][CH:16]=1. The yield is 0.470. The product is [CH:1]([O:4][C:5]1[CH:10]=[CH:9][C:8]([S:11]([NH:30][C:29]2[N:25]([C:20]3[CH:21]=[CH:22][CH:23]=[C:24]4[C:19]=3[CH:18]=[CH:17][CH:16]=[N:15]4)[N:26]=[C:27]([C:31]([F:34])([F:33])[F:32])[CH:28]=2)(=[O:13])=[O:12])=[CH:7][CH:6]=1)([CH3:3])[CH3:2]. The catalyst is N1C=CC=CC=1.